Dataset: Reaction yield outcomes from USPTO patents with 853,638 reactions. Task: Predict the reaction yield, written as a fraction of the theoretical maximum amount of product (1.0 means a 100% yield; for example, 0.34 means a 34% yield). (1) The reactants are [C:1]([O:5][C:6]([N:8]1[CH2:13][CH2:12][N:11]([C:14](=[S:16])[NH2:15])[CH2:10][CH2:9]1)=[O:7])([CH3:4])([CH3:3])[CH3:2].[CH3:17][O:18][C:19]1[CH:24]=[CH:23][C:22]([C:25](=O)[CH:26]([C:28]2[CH:33]=[CH:32][C:31]([O:34][CH3:35])=[CH:30][CH:29]=2)Br)=[CH:21][CH:20]=1. The catalyst is C(#N)C. The product is [C:1]([O:5][C:6]([N:8]1[CH2:9][CH2:10][N:11]([C:14]2[S:16][C:26]([C:28]3[CH:33]=[CH:32][C:31]([O:34][CH3:35])=[CH:30][CH:29]=3)=[C:25]([C:22]3[CH:21]=[CH:20][C:19]([O:18][CH3:17])=[CH:24][CH:23]=3)[N:15]=2)[CH2:12][CH2:13]1)=[O:7])([CH3:4])([CH3:2])[CH3:3]. The yield is 0.480. (2) The reactants are [F:1][C:2]1[CH:7]=[C:6]([O:8][C:9]2[CH:14]=[CH:13][N:12]=[C:11]([NH:15][CH3:16])[C:10]=2[N+:17]([O-])=O)[CH:5]=[CH:4][C:3]=1[NH:20][C:21](=[O:27])[O:22][C:23]([CH3:26])([CH3:25])[CH3:24]. The catalyst is C(O)C.[Pd]. The product is [NH2:17][C:10]1[C:11]([NH:15][CH3:16])=[N:12][CH:13]=[CH:14][C:9]=1[O:8][C:6]1[CH:5]=[CH:4][C:3]([NH:20][C:21](=[O:27])[O:22][C:23]([CH3:25])([CH3:26])[CH3:24])=[C:2]([F:1])[CH:7]=1. The yield is 1.00. (3) The reactants are [OH:1][C:2]1[CH:3]=[C:4]([C:8]2[N:13]([CH3:14])[C:12](=[O:15])[C:11]([O:16]CC3C=CC(OC)=CC=3)=[CH:10][N:9]=2)[CH:5]=[CH:6][CH:7]=1.I[C:27]1[CH:32]=[CH:31][C:30]([O:33][CH3:34])=[CH:29][CH:28]=1.C([O-])([O-])=O.[Cs+].[Cs+].CC(C)(C(=O)CC(=O)C(C)(C)C)C. The catalyst is CN1C(=O)CCC1.O.[Cu]I. The product is [OH:16][C:11]1[C:12](=[O:15])[N:13]([CH3:14])[C:8]([C:4]2[CH:5]=[CH:6][CH:7]=[C:2]([O:1][C:27]3[CH:32]=[CH:31][C:30]([O:33][CH3:34])=[CH:29][CH:28]=3)[CH:3]=2)=[N:9][CH:10]=1. The yield is 0.260.